This data is from Catalyst prediction with 721,799 reactions and 888 catalyst types from USPTO. The task is: Predict which catalyst facilitates the given reaction. (1) Reactant: [CH3:1][C:2]1[CH:7]=[CH:6][N:5]=[C:4]([C:8]([OH:10])=O)[CH:3]=1.C(N(CC)CC)C.[C:18]([NH2:22])([CH3:21])([CH3:20])[CH3:19].CCCP1(OP(CCC)(=O)OP(CCC)(=O)O1)=O. Product: [C:18]([NH:22][C:8](=[O:10])[C:4]1[CH:3]=[C:2]([CH3:1])[CH:7]=[CH:6][N:5]=1)([CH3:21])([CH3:20])[CH3:19]. The catalyst class is: 4. (2) Reactant: C([O:3][CH:4](OCC)[C:5]1[CH:10]=[CH:9][C:8]([CH:11]2[NH:23][C:21]3[C:22]4[C:13](=[N:14][NH:15][C:16](=[O:24])[C:17]=4[CH:18]=[CH:19][CH:20]=3)[CH:12]2[C:25]2[CH:30]=[CH:29][C:28]([F:31])=[CH:27][CH:26]=2)=[CH:7][CH:6]=1)C.C(=O)([O-])[O-].[K+].[K+]. Product: [F:31][C:28]1[CH:27]=[CH:26][C:25]([CH:12]2[C:13]3=[N:14][NH:15][C:16](=[O:24])[C:17]4[CH:18]=[CH:19][CH:20]=[C:21]([C:22]=43)[NH:23][CH:11]2[C:8]2[CH:7]=[CH:6][C:5]([CH:4]=[O:3])=[CH:10][CH:9]=2)=[CH:30][CH:29]=1. The catalyst class is: 6.